Predict the reactants needed to synthesize the given product. From a dataset of Full USPTO retrosynthesis dataset with 1.9M reactions from patents (1976-2016). (1) Given the product [Br:1][C:2]1[CH:3]=[C:4]2[C:11]3([C:15](=[O:16])[NH:14][C:13](=[S:33])[NH:12]3)[CH2:10][CH:9]([CH:18]3[CH2:23][CH2:22][CH2:21][CH2:20][CH2:19]3)[O:8][C:5]2=[CH:6][CH:7]=1, predict the reactants needed to synthesize it. The reactants are: [Br:1][C:2]1[CH:3]=[C:4]2[C:11]3([C:15](=[O:16])[NH:14][C:13](=O)[NH:12]3)[CH2:10][CH:9]([CH:18]3[CH2:23][CH2:22][CH2:21][CH2:20][CH2:19]3)[O:8][C:5]2=[CH:6][CH:7]=1.COC1C=CC(P2(SP(C3C=CC(OC)=CC=3)(=S)S2)=[S:33])=CC=1. (2) Given the product [CH:8]([C:5]1[S:6][CH:7]=[C:3]([CH2:2][N:21]2[C:22]3[C:27](=[CH:26][CH:25]=[CH:24][C:23]=3[C:40]#[N:41])[C:28]3([C:32]4=[CH:33][C:34]5[O:38][CH2:37][O:36][C:35]=5[CH:39]=[C:31]4[O:30][CH2:29]3)[C:20]2=[O:19])[N:4]=1)([CH3:10])[CH3:9], predict the reactants needed to synthesize it. The reactants are: Cl[CH2:2][C:3]1[N:4]=[C:5]([CH:8]([CH3:10])[CH3:9])[S:6][CH:7]=1.BrCC1CCCCO1.[O:19]=[C:20]1[C:28]2([C:32]3=[CH:33][C:34]4[O:38][CH2:37][O:36][C:35]=4[CH:39]=[C:31]3[O:30][CH2:29]2)[C:27]2[C:22](=[C:23]([C:40]#[N:41])[CH:24]=[CH:25][CH:26]=2)[NH:21]1. (3) Given the product [CH3:1][S:2]([O:5][C@H:6]([C:8]1[NH:9][C:10](=[O:23])[C:11]2[CH:16]=[N:15][N:14]([CH:17]3[CH2:22][CH2:21][CH2:18]3)[C:12]=2[N:13]=1)[CH3:7])(=[O:3])=[O:4], predict the reactants needed to synthesize it. The reactants are: [CH3:1][S:2]([O:5][C@H:6]([C:8]1[NH:9][C:10](=[O:23])[C:11]2[CH:16]=[N:15][N:14]([CH:17]3[CH2:22][CH2:21]OC[CH2:18]3)[C:12]=2[N:13]=1)[CH3:7])(=[O:4])=[O:3].O[C@H](C1NC(=O)C2C=NN(C3CCOCC3)C=2N=1)C.